Dataset: Forward reaction prediction with 1.9M reactions from USPTO patents (1976-2016). Task: Predict the product of the given reaction. (1) Given the reactants CON=C1CN([C:9]([C:11]2[CH:16]=[CH:15][C:14]([C:17]3[CH:22]=[CH:21][CH:20]=[CH:19][C:18]=3[F:23])=[CH:13][CH:12]=2)=[O:10])[C@H](C(OC)=O)C1.FC1C=CC=CC=1C1C=CC(C(O)=O)=CC=1.C(Cl)(=O)C([Cl:47])=O, predict the reaction product. The product is: [F:23][C:18]1[CH:19]=[CH:20][CH:21]=[CH:22][C:17]=1[C:14]1[CH:15]=[CH:16][C:11]([C:9]([Cl:47])=[O:10])=[CH:12][CH:13]=1. (2) The product is: [NH2:1][C:4]1[CH:5]=[CH:6][C:7]([N:10]2[CH2:11][CH2:12][N:13]([C:16]([O:18][CH2:19][C:20]3[CH:21]=[CH:22][CH:23]=[CH:24][CH:25]=3)=[O:17])[CH2:14][CH2:15]2)=[CH:8][CH:9]=1. Given the reactants [N+:1]([C:4]1[CH:9]=[CH:8][C:7]([N:10]2[CH2:15][CH2:14][N:13]([C:16]([O:18][CH2:19][C:20]3[CH:25]=[CH:24][CH:23]=[CH:22][CH:21]=3)=[O:17])[CH2:12][CH2:11]2)=[CH:6][CH:5]=1)([O-])=O.[BH4-].[Na+].Cl, predict the reaction product. (3) Given the reactants [Br:1][C:2]1[CH:3]=[CH:4][C:5](I)=[C:6]([CH:16]=1)[CH2:7][O:8][Si](C(C)(C)C)(C)C.C([Mg]Cl)(C)C.[CH:23]1[N:24]=[CH:25][N:26]2[CH2:31][CH2:30][CH2:29][C:28](=[O:32])[C:27]=12.Cl, predict the reaction product. The product is: [Br:1][C:2]1[CH:3]=[CH:4][C:5]([C:28]2([OH:32])[CH2:29][CH2:30][CH2:31][N:26]3[CH:25]=[N:24][CH:23]=[C:27]23)=[C:6]([CH2:7][OH:8])[CH:16]=1. (4) Given the reactants [CH3:1][O:2][C:3]1[CH:8]=[CH:7][C:6]([S:9]([N:12]([CH2:22][O:23][CH2:24][CH2:25][Si:26]([CH3:29])([CH3:28])[CH3:27])[C:13]2[CH:18]=[CH:17][CH:16]=[CH:15][C:14]=2B(O)O)(=[O:11])=[O:10])=[CH:5][CH:4]=1.Br[C:31]1[CH:36]=[CH:35][C:34]([F:37])=[CH:33][C:32]=1C(=O)C.C(=O)([O-])[O-].[Na+].[Na+].[CH2:47]([CH2:50][O:51]C)OC, predict the reaction product. The product is: [C:50]([C:31]1[CH:36]=[CH:35][C:34]([F:37])=[CH:33][C:32]=1[C:14]1[CH:15]=[CH:16][CH:17]=[CH:18][C:13]=1[N:12]([CH2:22][O:23][CH2:24][CH2:25][Si:26]([CH3:29])([CH3:28])[CH3:27])[S:9]([C:6]1[CH:7]=[CH:8][C:3]([O:2][CH3:1])=[CH:4][CH:5]=1)(=[O:11])=[O:10])(=[O:51])[CH3:47]. (5) The product is: [Cl:15][C:14]1[C:13]2[C:8](=[CH:9][CH:10]=[C:11]([C:34](=[O:35])[C:33]3[CH:37]=[CH:38][C:30]([Cl:29])=[CH:31][CH:32]=3)[CH:12]=2)[N:7]([C:17]2[CH:22]=[CH:21][C:20]([O:23][CH:24]3[CH2:28][CH2:27][CH2:26][CH2:25]3)=[CH:19][CH:18]=2)[C:6]=1[C:4]([OH:3])=[O:5]. Given the reactants C([O:3][C:4]([C:6]1[N:7]([C:17]2[CH:22]=[CH:21][C:20]([O:23][CH:24]3[CH2:28][CH2:27][CH2:26][CH2:25]3)=[CH:19][CH:18]=2)[C:8]2[C:13]([C:14]=1[Cl:15])=[CH:12][C:11](I)=[CH:10][CH:9]=2)=[O:5])C.[Cl:29][C:30]1[CH:38]=[CH:37][C:33]([C:34](Cl)=[O:35])=[CH:32][CH:31]=1, predict the reaction product. (6) Given the reactants F[C:2]1[CH:9]=[CH:8][C:5]([C:6]#[N:7])=[CH:4][C:3]=1[CH3:10].C(=O)([O-])[O-].[Cs+].[Cs+].[CH:17]([C:20]1[C:28]2[C:23](=[N:24][CH:25]=[CH:26][C:27]=2[C:29]2[CH:30]=[N:31][C:32]3[C:37]([CH:38]=2)=[CH:36][CH:35]=[CH:34][CH:33]=3)[NH:22][N:21]=1)([CH3:19])[CH3:18].C(OCC)(=O)C, predict the reaction product. The product is: [CH:17]([C:20]1[C:28]2[C:23](=[N:24][CH:25]=[CH:26][C:27]=2[C:29]2[CH:30]=[N:31][C:32]3[C:37]([CH:38]=2)=[CH:36][CH:35]=[CH:34][CH:33]=3)[N:22]([C:4]2[C:3]([CH3:10])=[CH:2][CH:9]=[CH:8][C:5]=2[C:6]#[N:7])[N:21]=1)([CH3:19])[CH3:18]. (7) Given the reactants [C:1]1([C:7]2[C:15]3[C:14]([N:16]4[CH2:21][CH2:20][CH:19]([CH2:22][O:23][CH2:24][CH2:25][N:26]5[CH2:30][CH2:29][CH2:28][CH2:27]5)[CH2:18][CH2:17]4)=[N:13][CH:12]=[N:11][C:10]=3[S:9][C:8]=2[C:31](OC)=[O:32])[CH:6]=[CH:5][CH:4]=[CH:3][CH:2]=1.CC(C[AlH]CC(C)C)C, predict the reaction product. The product is: [C:1]1([C:7]2[C:15]3[C:14]([N:16]4[CH2:17][CH2:18][CH:19]([CH2:22][O:23][CH2:24][CH2:25][N:26]5[CH2:27][CH2:28][CH2:29][CH2:30]5)[CH2:20][CH2:21]4)=[N:13][CH:12]=[N:11][C:10]=3[S:9][C:8]=2[CH2:31][OH:32])[CH:2]=[CH:3][CH:4]=[CH:5][CH:6]=1. (8) Given the reactants [C:1]([O:5][C:6](=[O:25])[CH2:7][O:8][C:9]1[CH:24]=[CH:23][C:12]([C:13]([O:15]CC2C=CC=CC=2)=[O:14])=[CH:11][CH:10]=1)([CH3:4])([CH3:3])[CH3:2], predict the reaction product. The product is: [C:1]([O:5][C:6](=[O:25])[CH2:7][O:8][C:9]1[CH:10]=[CH:11][C:12]([C:13]([OH:15])=[O:14])=[CH:23][CH:24]=1)([CH3:4])([CH3:2])[CH3:3]. (9) Given the reactants CO[C:3](=[O:21])[C:4]1[CH:9]=[C:8]([C:10]2[N:11]([CH3:15])[N:12]=[CH:13][CH:14]=2)[C:7]([C:16]([F:19])([F:18])[CH3:17])=[CH:6][C:5]=1[NH2:20].CC[N:24]([CH2:27]C)CC.[CH3:29][S:30]([NH:33]N)(=[O:32])=[O:31].[OH-:35].[Na+], predict the reaction product. The product is: [F:19][C:16]([C:7]1[CH:6]=[C:5]2[C:4]([C:3](=[O:21])[N:24]([NH:33][S:30]([CH3:29])(=[O:32])=[O:31])[C:27](=[O:35])[NH:20]2)=[CH:9][C:8]=1[C:10]1[N:11]([CH3:15])[N:12]=[CH:13][CH:14]=1)([F:18])[CH3:17]. (10) The product is: [OH:1][C:2]1[CH:12]=[CH:11][CH:10]=[C:4]([C:5](=[O:6])[C:22]2[S:21][CH:25]=[CH:24][CH:23]=2)[C:3]=1[C:8]([OH:7])=[O:9]. Given the reactants [OH:1][C:2]1[CH:12]=[CH:11][CH:10]=[C:4]2[C:5]([O:7][C:8](=[O:9])[C:3]=12)=[O:6].CN(C)CCN(C)C.[S:21]1[CH:25]=[CH:24][CH:23]=[CH:22]1, predict the reaction product.